This data is from Full USPTO retrosynthesis dataset with 1.9M reactions from patents (1976-2016). The task is: Predict the reactants needed to synthesize the given product. Given the product [CH2:25]([N:29]1[C:37]2[N:36]=[C:35]([Cl:38])[NH:34][C:33]=2[C:32](=[O:39])[N:31]([CH2:40][CH2:41][CH2:42][C:43]2[N:44]=[C:10]([CH2:9][C:4]3[CH:5]=[CH:6][C:7]([OH:8])=[C:2]([F:1])[CH:3]=3)[O:12][N:46]=2)[C:30]1=[O:48])[CH2:26][CH2:27][CH3:28], predict the reactants needed to synthesize it. The reactants are: [F:1][C:2]1[CH:3]=[C:4]([CH2:9][C:10]([OH:12])=O)[CH:5]=[CH:6][C:7]=1[OH:8].C1N=CN(C(N2C=NC=C2)=O)C=1.[CH2:25]([N:29]1[C:37]2[N:36]=[C:35]([Cl:38])[NH:34][C:33]=2[C:32](=[O:39])[N:31]([CH2:40][CH2:41][CH2:42]/[C:43](=[N:46]/[H])/[NH:44]O)[C:30]1=[O:48])[CH2:26][CH2:27][CH3:28].